From a dataset of Full USPTO retrosynthesis dataset with 1.9M reactions from patents (1976-2016). Predict the reactants needed to synthesize the given product. (1) Given the product [C:30]([C:8]1[CH:9]=[CH:10][C:11]2[N:12]([CH2:14][CH2:15][CH2:16][P:17](=[O:24])([O:21][CH2:22][CH3:23])[O:18][CH2:19][CH3:20])[C:13]3[C:5]([C:6]=2[CH:7]=1)=[CH:4][C:3]([C:5]([CH3:6])([CH3:13])[CH3:4])=[CH:2][CH:1]=3)([CH3:33])([CH3:32])[CH3:31], predict the reactants needed to synthesize it. The reactants are: [CH:1]1[C:13]2[N:12]([CH2:14][CH2:15][CH2:16][P:17](=[O:24])([O:21][CH2:22][CH3:23])[O:18][CH2:19][CH3:20])[C:11]3[C:6](=[CH:7][CH:8]=[CH:9][CH:10]=3)[C:5]=2[CH:4]=[CH:3][CH:2]=1.[Cl-].[Al+3].[Cl-].[Cl-].Cl[C:30]([CH3:33])([CH3:32])[CH3:31]. (2) Given the product [C:1]1([CH:27]([C:26]2[CH:29]=[CH:30][C:23]([CH3:22])=[CH:24][CH:25]=2)[OH:28])[CH:6]=[CH:5][CH:4]=[CH:3][CH:2]=1, predict the reactants needed to synthesize it. The reactants are: [C:1]1(OB(O)O)[CH:6]=[CH:5][CH:4]=[CH:3][CH:2]=1.C([Zn]CC)C.CCCCCC.[CH3:22][C:23]1[CH:30]=[CH:29][C:26]([CH:27]=[O:28])=[CH:25][CH:24]=1.[NH4+].[Cl-].